This data is from Reaction yield outcomes from USPTO patents with 853,638 reactions. The task is: Predict the reaction yield, written as a fraction of the theoretical maximum amount of product (1.0 means a 100% yield; for example, 0.34 means a 34% yield). (1) The reactants are [CH2:1]([O:8][C:9]([NH:11][CH2:12][CH2:13][CH2:14][OH:15])=[O:10])[C:2]1[CH:7]=[CH:6][CH:5]=[CH:4][CH:3]=1.O[N:17]1[C:21](=[O:22])[C:20]2=[CH:23][CH:24]=[CH:25][CH:26]=[C:19]2[C:18]1=[O:27].C1(P(C2C=CC=CC=2)C2C=CC=CC=2)C=CC=CC=1.N(C(OCC)=O)=NC(OCC)=O. The catalyst is O1CCCC1.C(OCC)(=O)C. The product is [CH2:1]([O:8][C:9]([NH:11][CH2:12][CH2:13][CH2:14][O:15][N:17]1[C:18](=[O:27])[C:19]2=[CH:26][CH:25]=[CH:24][CH:23]=[C:20]2[C:21]1=[O:22])=[O:10])[C:2]1[CH:7]=[CH:6][CH:5]=[CH:4][CH:3]=1. The yield is 1.00. (2) The reactants are [CH:1](=[C:8]1[C:16]2[C:11](=[N:12][CH:13]=[C:14]([C:17]3[CH:22]=[C:21]([O:23][CH3:24])[C:20]([O:25][CH3:26])=[C:19]([O:27][CH3:28])[CH:18]=3)[CH:15]=2)[NH:10][C:9]1=[O:29])[C:2]1[CH:7]=[CH:6][CH:5]=[CH:4][CH:3]=1.C1COCC1.O.[BH4-].[Na+]. The catalyst is CO. The product is [CH2:1]([CH:8]1[C:16]2[C:11](=[N:12][CH:13]=[C:14]([C:17]3[CH:18]=[C:19]([O:27][CH3:28])[C:20]([O:25][CH3:26])=[C:21]([O:23][CH3:24])[CH:22]=3)[CH:15]=2)[NH:10][C:9]1=[O:29])[C:2]1[CH:7]=[CH:6][CH:5]=[CH:4][CH:3]=1. The yield is 0.130.